Regression. Given two drug SMILES strings and cell line genomic features, predict the synergy score measuring deviation from expected non-interaction effect. From a dataset of NCI-60 drug combinations with 297,098 pairs across 59 cell lines. (1) Cell line: HOP-92. Drug 1: C1CC(=O)NC(=O)C1N2C(=O)C3=CC=CC=C3C2=O. Drug 2: COC1=C2C(=CC3=C1OC=C3)C=CC(=O)O2. Synergy scores: CSS=5.08, Synergy_ZIP=2.87, Synergy_Bliss=-1.33, Synergy_Loewe=1.21, Synergy_HSA=-1.75. (2) Drug 1: COC1=CC(=CC(=C1O)OC)C2C3C(COC3=O)C(C4=CC5=C(C=C24)OCO5)OC6C(C(C7C(O6)COC(O7)C8=CC=CS8)O)O. Drug 2: CS(=O)(=O)CCNCC1=CC=C(O1)C2=CC3=C(C=C2)N=CN=C3NC4=CC(=C(C=C4)OCC5=CC(=CC=C5)F)Cl. Cell line: LOX IMVI. Synergy scores: CSS=42.6, Synergy_ZIP=5.74, Synergy_Bliss=4.02, Synergy_Loewe=-12.4, Synergy_HSA=5.02. (3) Drug 1: COC1=C(C=C2C(=C1)N=CN=C2NC3=CC(=C(C=C3)F)Cl)OCCCN4CCOCC4. Drug 2: CCCCC(=O)OCC(=O)C1(CC(C2=C(C1)C(=C3C(=C2O)C(=O)C4=C(C3=O)C=CC=C4OC)O)OC5CC(C(C(O5)C)O)NC(=O)C(F)(F)F)O. Cell line: NCIH23. Synergy scores: CSS=15.2, Synergy_ZIP=1.33, Synergy_Bliss=-2.02, Synergy_Loewe=0.0546, Synergy_HSA=0.0487. (4) Drug 1: C1CCN(CC1)CCOC2=CC=C(C=C2)C(=O)C3=C(SC4=C3C=CC(=C4)O)C5=CC=C(C=C5)O. Drug 2: CC1=C(C(CCC1)(C)C)C=CC(=CC=CC(=CC(=O)O)C)C. Cell line: MDA-MB-231. Synergy scores: CSS=-7.71, Synergy_ZIP=8.59, Synergy_Bliss=-4.50, Synergy_Loewe=-8.20, Synergy_HSA=-9.94. (5) Drug 1: C1CN1C2=NC(=NC(=N2)N3CC3)N4CC4. Synergy scores: CSS=43.1, Synergy_ZIP=-1.35, Synergy_Bliss=-3.09, Synergy_Loewe=-48.1, Synergy_HSA=-4.12. Drug 2: C(CN)CNCCSP(=O)(O)O. Cell line: SK-MEL-5. (6) Drug 1: CN1C(=O)N2C=NC(=C2N=N1)C(=O)N. Drug 2: C1=CC=C(C=C1)NC(=O)CCCCCCC(=O)NO. Cell line: DU-145. Synergy scores: CSS=3.90, Synergy_ZIP=-8.41, Synergy_Bliss=-2.75, Synergy_Loewe=-28.8, Synergy_HSA=-4.68. (7) Drug 1: CC1=C(C=C(C=C1)NC(=O)C2=CC=C(C=C2)CN3CCN(CC3)C)NC4=NC=CC(=N4)C5=CN=CC=C5. Drug 2: CS(=O)(=O)CCNCC1=CC=C(O1)C2=CC3=C(C=C2)N=CN=C3NC4=CC(=C(C=C4)OCC5=CC(=CC=C5)F)Cl. Cell line: TK-10. Synergy scores: CSS=2.93, Synergy_ZIP=-1.87, Synergy_Bliss=-1.94, Synergy_Loewe=-29.5, Synergy_HSA=-11.4.